This data is from Catalyst prediction with 721,799 reactions and 888 catalyst types from USPTO. The task is: Predict which catalyst facilitates the given reaction. (1) The catalyst class is: 2. Reactant: [C:1]([O:5][C:6]([N:8]1[CH2:13][CH2:12][CH:11]([C:14]([OH:16])=O)[CH2:10][CH2:9]1)=[O:7])([CH3:4])([CH3:3])[CH3:2].CN(C(ON1N=NC2C=CC=NC1=2)=[N+](C)C)C.F[P-](F)(F)(F)(F)F.CCN(C(C)C)C(C)C.[NH2:50][C:51]1[CH:56]=[CH:55][CH:54]=[C:53]([C:57]2[CH:62]=[CH:61][CH:60]=[CH:59][CH:58]=2)[C:52]=1[C:63]([NH2:65])=[O:64]. Product: [C:63]([C:52]1[C:51]([NH:50][C:14]([CH:11]2[CH2:10][CH2:9][N:8]([C:6]([O:5][C:1]([CH3:2])([CH3:3])[CH3:4])=[O:7])[CH2:13][CH2:12]2)=[O:16])=[CH:56][CH:55]=[CH:54][C:53]=1[C:57]1[CH:62]=[CH:61][CH:60]=[CH:59][CH:58]=1)(=[O:64])[NH2:65]. (2) Reactant: [Br:1][C:2]1[C:6]([F:7])=[CH:5][NH:4][N:3]=1.CC(C)([O-])C.[K+].[Cl:14][C:15]1[N:16]=[N:17][CH:18]=[C:19](Cl)[CH:20]=1. Product: [Br:1][C:2]1[C:6]([F:7])=[CH:5][N:4]([C:19]2[CH:20]=[C:15]([Cl:14])[N:16]=[N:17][CH:18]=2)[N:3]=1. The catalyst class is: 3. (3) Reactant: [NH2:1][C:2]1[CH:3]=[C:4]2[C:8](=[CH:9][CH:10]=1)[NH:7][CH:6]=[CH:5]2.C(N(CC)CC)C.C([CH:21]([O:28]Cl)[C:22]1[CH:27]=[CH:26][CH:25]=[CH:24][CH:23]=1)(O)=O.[C:30]([O-])([O-])=[O:31].[Na+].[Na+]. Product: [C:22]1([CH2:21][O:28][C:30](=[O:31])[NH:1][C:2]2[CH:3]=[C:4]3[C:8](=[CH:9][CH:10]=2)[NH:7][CH:6]=[CH:5]3)[CH:23]=[CH:24][CH:25]=[CH:26][CH:27]=1. The catalyst class is: 10. (4) Reactant: Br[C:2]1[C:10]2[O:11][CH2:12][CH2:13][C:9]=2[C:8]2[C:7](=[O:14])[CH2:6][CH2:5][C:4]=2[C:3]=1Br.C([O-])(=O)C.[Na+].[H][H]. Product: [CH2:13]1[CH2:12][O:11][C:10]2[CH:2]=[CH:3][C:4]3[CH2:5][CH2:6][C:7](=[O:14])[C:8]=3[C:9]1=2. The catalyst class is: 43. (5) Reactant: [F:1][C:2]1([F:28])[CH2:7][C@H:6]([C:8]([O:10]CC)=[O:9])[C@H:5]([NH:13][C:14]([C:16]2[CH:21]=[CH:20][C:19]([N:22]3[CH:26]=[CH:25][C:24]([CH3:27])=[N:23]3)=[CH:18][CH:17]=2)=[O:15])[CH2:4][CH2:3]1.[OH-].[Na+]. The catalyst class is: 5. Product: [F:28][C:2]1([F:1])[CH2:7][C@H:6]([C:8]([OH:10])=[O:9])[C@H:5]([NH:13][C:14]([C:16]2[CH:21]=[CH:20][C:19]([N:22]3[CH:26]=[CH:25][C:24]([CH3:27])=[N:23]3)=[CH:18][CH:17]=2)=[O:15])[CH2:4][CH2:3]1. (6) Reactant: [CH3:1][C:2]([Si:5]([CH3:26])([CH3:25])[O:6][CH2:7][C:8]1[CH:13]=[C:12]([O:14][CH3:15])[N:11]=[C:10](/[CH:16]=[CH:17]/[C:18]([O:20][CH2:21][CH2:22][CH2:23][CH3:24])=[O:19])[CH:9]=1)([CH3:4])[CH3:3].[H][H]. Product: [CH3:3][C:2]([Si:5]([CH3:25])([CH3:26])[O:6][CH2:7][C:8]1[CH:13]=[C:12]([O:14][CH3:15])[N:11]=[C:10]([CH2:16][CH2:17][C:18]([O:20][CH2:21][CH2:22][CH2:23][CH3:24])=[O:19])[CH:9]=1)([CH3:1])[CH3:4]. The catalyst class is: 43. (7) Reactant: [CH:1]1([NH2:6])[CH2:5][CH2:4][CH2:3][CH2:2]1.[Cl:7][C:8]1[N:13]=[C:12](Cl)[CH:11]=[C:10]([C:15]2[CH:20]=[CH:19][CH:18]=[CH:17][CH:16]=2)[N:9]=1.CCN(C(C)C)C(C)C. Product: [Cl:7][C:8]1[N:13]=[C:12]([NH:6][CH:1]2[CH2:5][CH2:4][CH2:3][CH2:2]2)[CH:11]=[C:10]([C:15]2[CH:20]=[CH:19][CH:18]=[CH:17][CH:16]=2)[N:9]=1. The catalyst class is: 5. (8) The catalyst class is: 3. Reactant: [S:1]1[CH:5]=[CH:4][CH:3]=[C:2]1[CH2:6][C:7]#[N:8].Br[CH2:10][CH:11]([O:14][CH2:15][O:16][CH3:17])[CH2:12]Br.[H-].[Na+]. Product: [CH3:17][O:16][CH2:15][O:14][CH:11]1[CH2:12][C:6]([C:2]2[S:1][CH:5]=[CH:4][CH:3]=2)([C:7]#[N:8])[CH2:10]1. (9) Reactant: [CH3:1][O:2][C:3]([C:5]1[CH:9]=[C:8]([C:10]2[CH:15]=[CH:14][CH:13]=[C:12]([CH2:16][CH2:17][C:18](=[O:20])[CH3:19])[CH:11]=2)[O:7][N:6]=1)=[O:4].[BH4-].[Na+]. Product: [OH:20][CH:18]([CH3:19])[CH2:17][CH2:16][C:12]1[CH:11]=[C:10]([C:8]2[O:7][N:6]=[C:5]([C:3]([O:2][CH3:1])=[O:4])[CH:9]=2)[CH:15]=[CH:14][CH:13]=1. The catalyst class is: 5. (10) Reactant: [Cl:1][C:2]1[CH:3]=[C:4]([CH:9]=[CH:10][N:11]=1)[C:5]([NH:7][CH3:8])=[O:6].[Li+].CC([N-]C(C)C)C.C1C(=O)N([Cl:27])C(=O)C1. Product: [Cl:1][C:2]1[C:3]([Cl:27])=[C:4]([CH:9]=[CH:10][N:11]=1)[C:5]([NH:7][CH3:8])=[O:6]. The catalyst class is: 1.